From a dataset of NCI-60 drug combinations with 297,098 pairs across 59 cell lines. Regression. Given two drug SMILES strings and cell line genomic features, predict the synergy score measuring deviation from expected non-interaction effect. (1) Drug 1: CC(C1=C(C=CC(=C1Cl)F)Cl)OC2=C(N=CC(=C2)C3=CN(N=C3)C4CCNCC4)N. Drug 2: CN1C(=O)N2C=NC(=C2N=N1)C(=O)N. Cell line: NCIH23. Synergy scores: CSS=2.71, Synergy_ZIP=-0.156, Synergy_Bliss=-0.820, Synergy_Loewe=-19.6, Synergy_HSA=-2.59. (2) Drug 1: CCC1=CC2CC(C3=C(CN(C2)C1)C4=CC=CC=C4N3)(C5=C(C=C6C(=C5)C78CCN9C7C(C=CC9)(C(C(C8N6C)(C(=O)OC)O)OC(=O)C)CC)OC)C(=O)OC.C(C(C(=O)O)O)(C(=O)O)O. Drug 2: CN1C(=O)N2C=NC(=C2N=N1)C(=O)N. Cell line: HL-60(TB). Synergy scores: CSS=28.8, Synergy_ZIP=3.12, Synergy_Bliss=8.10, Synergy_Loewe=-57.9, Synergy_HSA=3.82.